This data is from Reaction yield outcomes from USPTO patents with 853,638 reactions. The task is: Predict the reaction yield, written as a fraction of the theoretical maximum amount of product (1.0 means a 100% yield; for example, 0.34 means a 34% yield). The reactants are [CH3:1][O:2][C:3]1[N:8]=[N:7][C:6]([N:9]2[C:13]([C:14]3[CH:19]=[N:18][CH:17]=[CH:16][N:15]=3)=[CH:12][C:11]([C:20]([OH:22])=O)=[N:10]2)=[CH:5][CH:4]=1.[CH2:23]([NH2:28])[C:24]([CH3:27])([CH3:26])[CH3:25]. No catalyst specified. The product is [CH3:25][C:24]([CH3:27])([CH3:26])[CH2:23][NH:28][C:20]([C:11]1[CH:12]=[C:13]([C:14]2[CH:19]=[N:18][CH:17]=[CH:16][N:15]=2)[N:9]([C:6]2[N:7]=[N:8][C:3]([O:2][CH3:1])=[CH:4][CH:5]=2)[N:10]=1)=[O:22]. The yield is 0.770.